From a dataset of Catalyst prediction with 721,799 reactions and 888 catalyst types from USPTO. Predict which catalyst facilitates the given reaction. (1) Reactant: [SH:1][C:2]1[NH:3][C:4]2[CH:10]=[C:9]([CH3:11])[CH:8]=[CH:7][C:5]=2[N:6]=1.Cl.Cl[CH2:14][C:15]1[CH:21]=[CH:20][CH:19]=[CH:18][C:16]=1[NH2:17]. Product: [CH3:11][C:9]1[CH:8]=[CH:7][C:5]2[NH:6][C:2]([S:1][CH2:14][C:15]3[CH:21]=[CH:20][CH:19]=[CH:18][C:16]=3[NH2:17])=[N:3][C:4]=2[CH:10]=1. The catalyst class is: 32. (2) Reactant: [N:1]1([C:7]([O:9][C:10]([CH3:13])([CH3:12])[CH3:11])=[O:8])[CH2:6][CH2:5][NH:4][CH2:3][CH2:2]1.[CH:14](=O)[C:15]1[CH:20]=[CH:19][CH:18]=[N:17][CH:16]=1.C(O[BH-](OC(=O)C)OC(=O)C)(=O)C.[Na+]. Product: [N:17]1[CH:18]=[CH:19][CH:20]=[C:15]([CH2:14][N:4]2[CH2:5][CH2:6][N:1]([C:7]([O:9][C:10]([CH3:13])([CH3:12])[CH3:11])=[O:8])[CH2:2][CH2:3]2)[CH:16]=1. The catalyst class is: 26. (3) Reactant: [CH2:1]([O:3][C:4](=[O:14])[C:5]1[CH:10]=[CH:9][C:8]([Br:11])=[C:7]([CH2:12]Br)[CH:6]=1)[CH3:2].[CH2:15]([O:22][C:23](=[O:27])[NH:24][CH2:25][CH3:26])[C:16]1[CH:21]=[CH:20][CH:19]=[CH:18][CH:17]=1.[H-].[Na+]. Product: [CH2:1]([O:3][C:4](=[O:14])[C:5]1[CH:10]=[CH:9][C:8]([Br:11])=[C:7]([CH2:12][N:24]([C:23]([O:22][CH2:15][C:16]2[CH:21]=[CH:20][CH:19]=[CH:18][CH:17]=2)=[O:27])[CH2:25][CH3:26])[CH:6]=1)[CH3:2]. The catalyst class is: 3. (4) The catalyst class is: 13. Product: [CH3:32][NH:31][C@@H:24]1[C:25]2[CH:26]=[CH:27][CH:28]=[CH:29][C:30]=2[C@H:21]([C:16]2[CH:17]=[CH:18][C:19]([Cl:20])=[C:14]([Cl:13])[CH:15]=2)[CH2:22][CH2:23]1. Reactant: O.C(O)(=O)C(C1C=CC=CC=1)O.[Cl:13][C:14]1[CH:15]=[C:16]([C@H:21]2[C:30]3[C:25](=[CH:26][CH:27]=[CH:28][CH:29]=3)[C@@H:24]([NH:31][CH3:32])[CH2:23][CH2:22]2)[CH:17]=[CH:18][C:19]=1[Cl:20].[OH-].[Na+]. (5) Reactant: [CH3:1][C:2]1([CH3:18])[C:6]([CH3:8])([CH3:7])[O:5][B:4]([C:9]2[CH:17]=[CH:16][C:12]([C:13]([OH:15])=O)=[CH:11][CH:10]=2)[O:3]1.C(Cl)CCl.C1C=CC2N(O)N=NC=2C=1.Cl.Cl.[CH:35]1([N:39]2[CH2:45][CH2:44][CH2:43][NH:42][CH2:41][CH2:40]2)[CH2:38][CH2:37][CH2:36]1. Product: [CH:35]1([N:39]2[CH2:45][CH2:44][CH2:43][N:42]([C:13]([C:12]3[CH:11]=[CH:10][C:9]([B:4]4[O:5][C:6]([CH3:7])([CH3:8])[C:2]([CH3:1])([CH3:18])[O:3]4)=[CH:17][CH:16]=3)=[O:15])[CH2:41][CH2:40]2)[CH2:38][CH2:37][CH2:36]1. The catalyst class is: 851. (6) Reactant: C([O:8][C:9]1[CH:10]=[C:11]([CH2:15][CH2:16][N:17]([CH2:30][C:31]2[CH:36]=[CH:35][C:34]([C:37]([CH3:40])([CH3:39])[CH3:38])=[CH:33][CH:32]=2)[C:18]([C:20]2[CH:21]=[C:22]([Cl:29])[CH:23]=[C:24]3[C:28]=2[NH:27][CH:26]=[CH:25]3)=[O:19])[CH:12]=[CH:13][CH:14]=1)C1C=CC=CC=1. Product: [C:37]([C:34]1[CH:35]=[CH:36][C:31]([CH2:30][N:17]([CH2:16][CH2:15][C:11]2[CH:12]=[CH:13][CH:14]=[C:9]([OH:8])[CH:10]=2)[C:18]([C:20]2[CH:21]=[C:22]([Cl:29])[CH:23]=[C:24]3[C:28]=2[NH:27][CH:26]=[CH:25]3)=[O:19])=[CH:32][CH:33]=1)([CH3:40])([CH3:38])[CH3:39]. The catalyst class is: 99.